From a dataset of Forward reaction prediction with 1.9M reactions from USPTO patents (1976-2016). Predict the product of the given reaction. (1) Given the reactants C([O:3][C:4]([C:6]1[C:15]2[C:10](=[CH:11][CH:12]=[CH:13][CH:14]=2)[C:9]([NH:16][C:17](=[O:28])[C:18]2[CH:23]=[CH:22][C:21]([O:24][CH3:25])=[C:20]([O:26][CH3:27])[CH:19]=2)=[CH:8][CH:7]=1)=[O:5])C.[OH-].[Na+], predict the reaction product. The product is: [CH3:27][O:26][C:20]1[CH:19]=[C:18]([CH:23]=[CH:22][C:21]=1[O:24][CH3:25])[C:17]([NH:16][C:9]1[C:10]2[C:15](=[CH:14][CH:13]=[CH:12][CH:11]=2)[C:6]([C:4]([OH:5])=[O:3])=[CH:7][CH:8]=1)=[O:28]. (2) Given the reactants [CH3:1][C@H:2]1[CH2:7][CH2:6][CH2:5][CH2:4][NH:3]1.CN(C)C=O.F[C:14]1[CH:19]=[CH:18][C:17]([C:20]([F:23])([F:22])[F:21])=[CH:16][C:15]=1[N+:24]([O-:26])=[O:25], predict the reaction product. The product is: [N+:24]([C:15]1[CH:16]=[C:17]([C:20]([F:21])([F:22])[F:23])[CH:18]=[CH:19][C:14]=1[N:3]1[CH2:4][CH2:5][CH2:6][CH2:7][C@@H:2]1[CH3:1])([O-:26])=[O:25]. (3) Given the reactants [CH2:1]([O:8][C:9](=[O:24])[NH:10][C:11]1[CH:12]=[C:13]2[C:18](=[CH:19][C:20]=1[O:21][CH3:22])[NH:17][CH:16]=[CH:15][C:14]2=O)[C:2]1[CH:7]=[CH:6][CH:5]=[CH:4][CH:3]=1.S(Cl)([Cl:27])=O, predict the reaction product. The product is: [CH2:1]([O:8][C:9](=[O:24])[NH:10][C:11]1[CH:12]=[C:13]2[C:18](=[CH:19][C:20]=1[O:21][CH3:22])[N:17]=[CH:16][CH:15]=[C:14]2[Cl:27])[C:2]1[CH:7]=[CH:6][CH:5]=[CH:4][CH:3]=1. (4) The product is: [CH2:13]([S:14][C:23]1[CH:22]=[C:21]([F:24])[CH:20]=[CH:19][C:18]=1[C:16](=[O:17])[CH3:15])[C:10]1[CH:11]=[CH:12][CH:7]=[CH:8][CH:9]=1. Given the reactants CC(C)([O-])C.[K+].[CH:7]1[CH:12]=[CH:11][C:10]([CH2:13][SH:14])=[CH:9][CH:8]=1.[CH3:15][C:16]([C:18]1[CH:23]=[CH:22][C:21]([F:24])=[CH:20][C:19]=1F)=[O:17].[Cl-].[NH4+], predict the reaction product. (5) Given the reactants [Cl:1][C:2]1[CH:3]=[C:4]2[C:9](=[C:10]([Cl:12])[CH:11]=1)[CH2:8][N:7]([CH3:13])[CH2:6][CH:5]2[C:14]1[CH:19]=[CH:18][C:17]([NH:20]C(=O)C)=[CH:16][CH:15]=1, predict the reaction product. The product is: [Cl:1][C:2]1[CH:3]=[C:4]2[C:9](=[C:10]([Cl:12])[CH:11]=1)[CH2:8][N:7]([CH3:13])[CH2:6][CH:5]2[C:14]1[CH:19]=[CH:18][C:17]([NH2:20])=[CH:16][CH:15]=1. (6) The product is: [Cl:23][C:19]1[CH:18]=[C:17]([C:14]2[CH:15]=[CH:16][C:11]([CH2:10][C@@H:3]([NH:2][C:32]([C:26]3[NH:25][N:24]=[C:28]([C:29]([OH:31])=[O:30])[CH:27]=3)=[O:33])[CH2:4][C:5]([O:7][CH2:8][CH3:9])=[O:6])=[CH:12][CH:13]=2)[CH:22]=[CH:21][CH:20]=1. Given the reactants Cl.[NH2:2][C@H:3]([CH2:10][C:11]1[CH:16]=[CH:15][C:14]([C:17]2[CH:22]=[CH:21][CH:20]=[C:19]([Cl:23])[CH:18]=2)=[CH:13][CH:12]=1)[CH2:4][C:5]([O:7][CH2:8][CH3:9])=[O:6].[NH:24]1[C:28]([C:29]([OH:31])=[O:30])=[CH:27][C:26]([C:32](O)=[O:33])=[N:25]1.CCN=C=NCCCN(C)C.Cl.C1C=CC2N(O)N=NC=2C=1.C(N(CC)CC)C, predict the reaction product. (7) Given the reactants [C:1]([C:5]1[CH:9]=[C:8]([NH:10][C:11]([NH:13][C:14]2[C:23]3[C:18](=[CH:19][CH:20]=[CH:21][CH:22]=3)[C:17]([O:24][C:25]3[CH:30]=[CH:29][N:28]=[C:27](Cl)[N:26]=3)=[CH:16][CH:15]=2)=[O:12])[N:7]([C:32]2[CH:37]=[CH:36][C:35]([CH3:38])=[CH:34][CH:33]=2)[N:6]=1)([CH3:4])([CH3:3])[CH3:2].[CH3:39][O:40][CH2:41][CH2:42][O:43][CH2:44][CH2:45][O:46][CH2:47][CH2:48][O:49][C:50]1[CH:51]=[C:52]([NH2:59])[CH:53]=[C:54]([N:56]([CH3:58])[CH3:57])[CH:55]=1.C(#N)C.C(=O)(O)[O-].[NH4+], predict the reaction product. The product is: [C:1]([C:5]1[CH:9]=[C:8]([NH:10][C:11]([NH:13][C:14]2[C:23]3[C:18](=[CH:19][CH:20]=[CH:21][CH:22]=3)[C:17]([O:24][C:25]3[CH:30]=[CH:29][N:28]=[C:27]([NH:59][C:52]4[CH:51]=[C:50]([O:49][CH2:48][CH2:47][O:46][CH2:45][CH2:44][O:43][CH2:42][CH2:41][O:40][CH3:39])[CH:55]=[C:54]([N:56]([CH3:57])[CH3:58])[CH:53]=4)[N:26]=3)=[CH:16][CH:15]=2)=[O:12])[N:7]([C:32]2[CH:37]=[CH:36][C:35]([CH3:38])=[CH:34][CH:33]=2)[N:6]=1)([CH3:4])([CH3:3])[CH3:2].